From a dataset of Full USPTO retrosynthesis dataset with 1.9M reactions from patents (1976-2016). Predict the reactants needed to synthesize the given product. (1) The reactants are: [CH3:1][O:2][C:3](=[O:17])[CH:4]([C:10]1[CH:15]=[CH:14][C:13]([OH:16])=[CH:12][CH:11]=1)[CH2:5][C:6]([O:8][CH3:9])=[O:7].[Cl-].[Mg+2].[Cl-].C=O.Cl.C[CH2:25][O:26]CC. Given the product [CH3:1][O:2][C:3](=[O:17])[CH:4]([C:10]1[CH:11]=[CH:12][C:13]([OH:16])=[C:14]([CH:25]=[O:26])[CH:15]=1)[CH2:5][C:6]([O:8][CH3:9])=[O:7], predict the reactants needed to synthesize it. (2) Given the product [N:18]1([CH2:2][CH2:3][CH2:4][CH2:5][CH2:6][N:7]2[C:11](=[O:12])[C:10]3=[CH:13][CH:14]=[CH:15][CH:16]=[C:9]3[C:8]2=[O:17])[CH2:22][CH2:21][CH2:20][CH2:19]1, predict the reactants needed to synthesize it. The reactants are: Br[CH2:2][CH2:3][CH2:4][CH2:5][CH2:6][N:7]1[C:11](=[O:12])[C:10]2=[CH:13][CH:14]=[CH:15][CH:16]=[C:9]2[C:8]1=[O:17].[NH:18]1[CH2:22][CH2:21][CH2:20][CH2:19]1.C(=O)([O-])[O-].[K+].[K+].[I-].[Na+]. (3) Given the product [OH:1][C:2]1[CH:11]=[C:10]([O:12][CH2:19][C:18]2[CH:21]=[CH:22][C:15]([O:14][CH3:13])=[CH:16][CH:17]=2)[CH:9]=[CH:8][C:3]=1[C:4]([O:6][CH3:7])=[O:5], predict the reactants needed to synthesize it. The reactants are: [OH:1][C:2]1[CH:11]=[C:10]([OH:12])[CH:9]=[CH:8][C:3]=1[C:4]([O:6][CH3:7])=[O:5].[CH3:13][O:14][C:15]1[CH:22]=[CH:21][C:18]([CH2:19]Cl)=[CH:17][CH:16]=1.C([O-])([O-])=O.[K+].[K+]. (4) Given the product [CH3:1][O:2][C:3]1[CH:4]=[CH:5][C:6]2[O:10][C:9]([CH:11]([NH:20][C:21]3[CH:22]=[CH:23][C:24]([C:27]([N:29]([CH3:37])[CH2:30][CH2:31][C:32]([OH:34])=[O:33])=[O:28])=[CH:25][CH:26]=3)[CH2:12][CH2:13][CH2:14][CH2:15][S:16]([CH3:19])(=[O:17])=[O:18])=[C:8]([CH3:38])[C:7]=2[CH:39]=1, predict the reactants needed to synthesize it. The reactants are: [CH3:1][O:2][C:3]1[CH:4]=[CH:5][C:6]2[O:10][C:9]([CH:11]([NH:20][C:21]3[CH:26]=[CH:25][C:24]([C:27]([N:29]([CH3:37])[CH2:30][CH2:31][C:32]([O:34]CC)=[O:33])=[O:28])=[CH:23][CH:22]=3)[CH2:12][CH2:13][CH2:14][CH2:15][S:16]([CH3:19])(=[O:18])=[O:17])=[C:8]([CH3:38])[C:7]=2[CH:39]=1.O1CCCC1.[OH-].[Na+]. (5) Given the product [F:15][C:16]([F:31])([F:30])[C:17]1[CH:18]=[C:19]([C:20]([N:6]2[CH:7]([C:33]3[NH:32][CH:36]=[CH:35][CH:34]=3)[C:8]3[C:13](=[CH:12][CH:11]=[CH:10][CH:9]=3)[C:14]3[CH:1]=[CH:2][CH:3]=[CH:4][C:5]2=3)=[O:21])[CH:23]=[C:24]([C:26]([F:29])([F:28])[F:27])[CH:25]=1, predict the reactants needed to synthesize it. The reactants are: [CH:1]1[C:14]2[C:5](=[N:6][CH:7]=[C:8]3[C:13]=2[CH:12]=[CH:11][CH:10]=[CH:9]3)[CH:4]=[CH:3][CH:2]=1.[F:15][C:16]([F:31])([F:30])[C:17]1[CH:18]=[C:19]([CH:23]=[C:24]([C:26]([F:29])([F:28])[F:27])[CH:25]=1)[C:20](Cl)=[O:21].[NH:32]1[CH:36]=[CH:35][CH:34]=[CH:33]1. (6) Given the product [C:10]1([CH3:14])[CH:11]=[CH:12][CH:13]=[C:8]([C:7]2[C:2](=[O:19])[NH:3][CH:4]=[CH:5][C:6]=2[C:15]([F:18])([F:17])[F:16])[CH:9]=1, predict the reactants needed to synthesize it. The reactants are: Cl[C:2]1[C:7]([C:8]2[CH:9]=[C:10]([CH3:14])[CH:11]=[CH:12][CH:13]=2)=[C:6]([C:15]([F:18])([F:17])[F:16])[CH:5]=[CH:4][N:3]=1.[OH-:19].[Na+].